From a dataset of Catalyst prediction with 721,799 reactions and 888 catalyst types from USPTO. Predict which catalyst facilitates the given reaction. Reactant: [CH3:1][C:2](=[O:6])[CH2:3][CH2:4][CH3:5].[OH:7][CH2:8][CH:9]([CH2:11][OH:12])[OH:10]. Product: [CH3:1][C:2](=[O:6])[CH2:3][CH2:4][CH3:5].[OH:7][CH2:8][CH:9]([CH2:11][OH:12])[OH:10]. The catalyst class is: 45.